From a dataset of Reaction yield outcomes from USPTO patents with 853,638 reactions. Predict the reaction yield, written as a fraction of the theoretical maximum amount of product (1.0 means a 100% yield; for example, 0.34 means a 34% yield). (1) The reactants are [F:1][C:2]1[CH:7]=[CH:6][C:5]([N:8]2[C:11](=[O:12])[C@H:10]([S:13][CH2:14][C:15]([C:17]3[CH:22]=[CH:21][C:20]([O:23][CH3:24])=[CH:19][CH:18]=3)=[O:16])[C@H:9]2[C:25]2[CH:35]=[CH:34][C:28]([O:29][CH2:30][C:31]([OH:33])=O)=[CH:27][CH:26]=2)=[CH:4][CH:3]=1.Cl.[NH2:37][CH2:38][C:39]([NH:41][C@@H:42]([C:46]([O:48]C(C)(C)C)=[O:47])[CH:43]([CH3:45])[CH3:44])=[O:40].CN1CCOCC1.CN(C(ON1N=NC2C=CC=CC1=2)=[N+](C)C)C.[B-](F)(F)(F)F.FC(F)(F)C(O)=O. The yield is 0.740. The catalyst is C(Cl)Cl. The product is [F:1][C:2]1[CH:3]=[CH:4][C:5]([N:8]2[C:11](=[O:12])[C@H:10]([S:13][CH2:14][C:15]([C:17]3[CH:18]=[CH:19][C:20]([O:23][CH3:24])=[CH:21][CH:22]=3)=[O:16])[C@H:9]2[C:25]2[CH:35]=[CH:34][C:28]([O:29][CH2:30][C:31]([NH:37][CH2:38][C:39]([NH:41][C@@H:42]([C:46]([OH:48])=[O:47])[CH:43]([CH3:44])[CH3:45])=[O:40])=[O:33])=[CH:27][CH:26]=2)=[CH:6][CH:7]=1. (2) The reactants are [Cl:1][C:2]1[CH:7]=[C:6]([Cl:8])[CH:5]=[CH:4][C:3]=1[OH:9].[Br:10]Br.C(N)(C)(C)C. The catalyst is C1(C)C=CC=CC=1. The product is [Br:10][C:4]1[CH:5]=[C:6]([Cl:8])[CH:7]=[C:2]([Cl:1])[C:3]=1[OH:9]. The yield is 0.960.